Dataset: Forward reaction prediction with 1.9M reactions from USPTO patents (1976-2016). Task: Predict the product of the given reaction. Given the reactants Cl[C:2]1[CH:7]=[C:6]([C:8]2[CH:13]=[CH:12][CH:11]=[CH:10][CH:9]=2)[N:5]=[C:4]([NH:14][C:15](=[O:32])[CH2:16][CH2:17][C:18]([C:20]2[CH:25]=[CH:24][C:23]([O:26][CH2:27][CH3:28])=[C:22]([O:29][CH2:30][CH3:31])[CH:21]=2)=[O:19])[CH:3]=1.C1(C2C=CC=CC=2)C=CC=CC=1P(C1CCCCC1)C1CCCCC1.C(=O)([O-])[O-].[K+].[K+].[C:64]([O:68][C:69]([N:71]1[CH:75]=[CH:74][CH:73]=[C:72]1B(O)O)=[O:70])([CH3:67])([CH3:66])[CH3:65], predict the reaction product. The product is: [CH2:30]([O:29][C:22]1[CH:21]=[C:20]([C:18](=[O:19])[CH2:17][CH2:16][C:15]([NH:14][C:4]2[CH:3]=[C:2]([C:72]3[N:71]([C:69]([O:68][C:64]([CH3:67])([CH3:66])[CH3:65])=[O:70])[CH:75]=[CH:74][CH:73]=3)[CH:7]=[C:6]([C:8]3[CH:13]=[CH:12][CH:11]=[CH:10][CH:9]=3)[N:5]=2)=[O:32])[CH:25]=[CH:24][C:23]=1[O:26][CH2:27][CH3:28])[CH3:31].